From a dataset of Catalyst prediction with 721,799 reactions and 888 catalyst types from USPTO. Predict which catalyst facilitates the given reaction. (1) Reactant: [H-].[Na+].[N:3]1[CH:8]=[CH:7][CH:6]=[CH:5][C:4]=1[NH:9][C:10](=[O:16])[O:11][C:12]([CH3:15])([CH3:14])[CH3:13].Br[CH2:18][CH2:19][O:20][C:21]1[CH:43]=[CH:42][C:24]([CH2:25][C@@H:26]([C:38]([O:40][CH3:41])=[O:39])[NH:27][C:28](=[O:37])[C:29]2[C:34]([Cl:35])=[CH:33][CH:32]=[CH:31][C:30]=2[Cl:36])=[CH:23][CH:22]=1. Product: [C:12]([O:11][C:10]([N:9]([C:4]1[CH:5]=[CH:6][CH:7]=[CH:8][N:3]=1)[CH2:18][CH2:19][O:20][C:21]1[CH:22]=[CH:23][C:24]([CH2:25][C@@H:26]([C:38]([O:40][CH3:41])=[O:39])[NH:27][C:28](=[O:37])[C:29]2[C:30]([Cl:36])=[CH:31][CH:32]=[CH:33][C:34]=2[Cl:35])=[CH:42][CH:43]=1)=[O:16])([CH3:13])([CH3:15])[CH3:14]. The catalyst class is: 287. (2) Reactant: [Cl:1][C:2]1[C:3]([C:23]#[N:24])=[C:4]([N+:20]([O-:22])=[O:21])[C:5](OS(C(F)(F)F)(=O)=O)=[C:6]([CH:11]=1)[C:7]([O:9][CH3:10])=[O:8].[F:25][C:26]1[CH:27]=[C:28](B(O)O)[CH:29]=[CH:30][CH:31]=1.C([O-])(O)=O.[Na+]. Product: [Cl:1][C:2]1[CH:11]=[C:6]([C:7]([O:9][CH3:10])=[O:8])[C:5]([C:30]2[CH:29]=[CH:28][CH:27]=[C:26]([F:25])[CH:31]=2)=[C:4]([N+:20]([O-:22])=[O:21])[C:3]=1[C:23]#[N:24]. The catalyst class is: 109. (3) Reactant: [CH3:1][C:2]1([CH3:11])[CH2:7][CH2:6][CH2:5][CH:4]([CH:8]([OH:10])[CH3:9])[CH2:3]1.[C:12](O)(=[O:16])[CH:13]([CH3:15])[OH:14]. The catalyst class is: 626. Product: [OH:14][CH:13]([CH3:15])[C:12]([O:10][CH:8]([CH:4]1[CH2:5][CH2:6][CH2:7][C:2]([CH3:1])([CH3:11])[CH2:3]1)[CH3:9])=[O:16]. (4) Reactant: [O:1]1[CH2:6][CH2:5][CH2:4][CH2:3][CH:2]1[N:7]1[C:15]2[C:10](=[CH:11][C:12](B3OC(C)(C)C(C)(C)O3)=[CH:13][CH:14]=2)[C:9]([C:25]2[N:30]=[C:29]([O:31][C@@H:32]3[CH2:37][CH2:36][CH2:35][N:34]([C:38]([O:40][C:41]([CH3:44])([CH3:43])[CH3:42])=[O:39])[CH2:33]3)[CH:28]=[N:27][CH:26]=2)=[N:8]1.[Cl:45][C:46]1[N:51]=[C:50](Cl)[CH:49]=[CH:48][N:47]=1.C([O-])([O-])=O.[Na+].[Na+]. Product: [Cl:45][C:46]1[N:51]=[C:50]([C:12]2[CH:11]=[C:10]3[C:15](=[CH:14][CH:13]=2)[N:7]([CH:2]2[CH2:3][CH2:4][CH2:5][CH2:6][O:1]2)[N:8]=[C:9]3[C:25]2[N:30]=[C:29]([O:31][C@@H:32]3[CH2:37][CH2:36][CH2:35][N:34]([C:38]([O:40][C:41]([CH3:42])([CH3:44])[CH3:43])=[O:39])[CH2:33]3)[CH:28]=[N:27][CH:26]=2)[CH:49]=[CH:48][N:47]=1. The catalyst class is: 203.